From a dataset of TCR-epitope binding with 47,182 pairs between 192 epitopes and 23,139 TCRs. Binary Classification. Given a T-cell receptor sequence (or CDR3 region) and an epitope sequence, predict whether binding occurs between them. The epitope is NLDSKVGGNY. The TCR CDR3 sequence is CASSLDRFTDTQYF. Result: 1 (the TCR binds to the epitope).